This data is from Reaction yield outcomes from USPTO patents with 853,638 reactions. The task is: Predict the reaction yield, written as a fraction of the theoretical maximum amount of product (1.0 means a 100% yield; for example, 0.34 means a 34% yield). The reactants are [CH2:1]([N:4]([CH2:14][CH:15]=[CH2:16])[CH2:5][C:6]([C:8]1[S:9][C:10]([F:13])=[CH:11][CH:12]=1)=O)[CH:2]=[CH2:3].N1C=CC=CC=1.Cl.[NH2:24][OH:25]. The catalyst is C(O)C. The product is [F:13][C:10]1[S:9][C:8]([C:6](=[N:24][OH:25])[CH2:5][N:4]([CH2:14][CH:15]=[CH2:16])[CH2:1][CH:2]=[CH2:3])=[CH:12][CH:11]=1. The yield is 0.990.